From a dataset of Forward reaction prediction with 1.9M reactions from USPTO patents (1976-2016). Predict the product of the given reaction. (1) The product is: [N:3]1[CH:4]=[CH:5][CH:6]=[N:7][C:2]=1[O:15][CH:16]1[CH2:17][N:18]([C:20]([O:22][C:23]([CH3:26])([CH3:25])[CH3:24])=[O:21])[CH2:19]1. Given the reactants Cl[C:2]1[N:7]=[CH:6][CH:5]=[CH:4][N:3]=1.FC(F)(F)C(O)=O.[OH:15][CH:16]1[CH2:19][N:18]([C:20]([O:22][C:23]([CH3:26])([CH3:25])[CH3:24])=[O:21])[CH2:17]1, predict the reaction product. (2) Given the reactants N[C:2]1[CH:7]=[CH:6][C:5]([CH3:8])=[CH:4][C:3]=1[C:9]([OH:18])([C:14]([F:17])([F:16])[F:15])[C:10]([F:13])([F:12])[F:11].S(=O)(=O)(O)O.N([O-])=O.[Na+].[I-:28].[K+], predict the reaction product. The product is: [F:11][C:10]([F:13])([F:12])[C:9]([C:3]1[CH:4]=[C:5]([CH3:8])[CH:6]=[CH:7][C:2]=1[I:28])([OH:18])[C:14]([F:17])([F:16])[F:15]. (3) Given the reactants [Cl:1][C:2]1[CH:7]=[C:6]([N+:8]([O-])=O)[CH:5]=[CH:4][C:3]=1[N:11]([CH2:14][CH2:15][C:16]1[CH:21]=[CH:20][CH:19]=[CH:18][N:17]=1)[CH:12]=[O:13].O.NN, predict the reaction product. The product is: [ClH:1].[ClH:1].[NH2:8][C:6]1[CH:5]=[CH:4][C:3]([N:11]([CH2:14][CH2:15][C:16]2[CH:21]=[CH:20][CH:19]=[CH:18][N:17]=2)[CH:12]=[O:13])=[C:2]([Cl:1])[CH:7]=1. (4) Given the reactants [O:1]1[CH2:6][CH2:5][N:4]([CH2:7][C:8]#[N:9])[CH2:3][CH2:2]1.[OH-].[K+].[NH2:12][C:13]1[CH:18]=[CH:17][C:16]([C:19]2[C:24]([CH3:25])=[CH:23][CH:22]=[CH:21][C:20]=2[N:26]([CH3:34])[C:27](=[O:33])[CH2:28][C:29]([CH3:32])([CH3:31])[CH3:30])=[CH:15][C:14]=1[CH:35]=O, predict the reaction product. The product is: [NH2:9][C:8]1[C:7]([N:4]2[CH2:5][CH2:6][O:1][CH2:2][CH2:3]2)=[CH:35][C:14]2[C:13](=[CH:18][CH:17]=[C:16]([C:19]3[C:24]([CH3:25])=[CH:23][CH:22]=[CH:21][C:20]=3[N:26]([CH3:34])[C:27](=[O:33])[CH2:28][C:29]([CH3:30])([CH3:32])[CH3:31])[CH:15]=2)[N:12]=1. (5) Given the reactants [N:1]1([CH2:6][CH2:7][NH:8][C:9]2[CH:14]=[CH:13][CH:12]=[CH:11][C:10]=2[N+:15]([O-])=O)[CH:5]=[CH:4][N:3]=[CH:2]1.NC1C=CC=CC=1NCC(C)(C)CNC(=O)OC(C)(C)C, predict the reaction product. The product is: [N:1]1([CH2:6][CH2:7][NH:8][C:9]2[C:10]([NH2:15])=[CH:11][CH:12]=[CH:13][CH:14]=2)[CH:5]=[CH:4][N:3]=[CH:2]1. (6) The product is: [NH2:20][C:19]1[C:14]([C:13]#[C:12][C:8]2[CH:7]=[C:6]([NH:5][C:1]([NH:5][C:6]3[CH:11]=[CH:10][CH:27]=[C:25]([O:24][CH3:23])[CH:7]=3)=[O:2])[CH:11]=[CH:10][CH:9]=2)=[C:15]([NH2:21])[N:16]=[CH:17][N:18]=1. Given the reactants [C:1](Cl)(Cl)=[O:2].[NH2:5][C:6]1[CH:7]=[C:8]([C:12]#[C:13][C:14]2[C:15]([NH2:21])=[N:16][CH:17]=[N:18][C:19]=2[NH2:20])[CH:9]=[CH:10][CH:11]=1.C[CH2:23][O:24][C:25]([CH3:27])=O, predict the reaction product. (7) Given the reactants N#N.Cl[CH2:4][C:5]1[O:9][N:8]=[C:7]([C:10](=[O:12])[CH3:11])[CH:6]=1.[N+:13]([C:16]1[CH:20]=[N:19][NH:18][N:17]=1)([O-:15])=[O:14].CCN(C(C)C)C(C)C, predict the reaction product. The product is: [N+:13]([C:16]1[CH:20]=[N:19][N:18]([CH2:4][C:5]2[O:9][N:8]=[C:7]([C:10](=[O:12])[CH3:11])[CH:6]=2)[N:17]=1)([O-:15])=[O:14]. (8) Given the reactants [CH2:1]([O:8][C@H:9]([C@H:23]([O:38][CH2:39][C:40]1[CH:45]=[CH:44][CH:43]=[CH:42][CH:41]=1)[CH2:24][CH2:25][CH2:26][CH2:27][CH2:28][CH2:29][CH2:30][CH2:31][CH2:32][CH2:33][CH2:34][CH2:35][CH2:36][CH3:37])[C@@H:10]([NH:13][C:14](=[O:22])[CH2:15][CH2:16][CH2:17][CH2:18][CH2:19][CH2:20][CH3:21])[CH2:11][OH:12])[C:2]1[CH:7]=[CH:6][CH:5]=[CH:4][CH:3]=1.I(C1C=CC=CC=1C(O)=O)(=O)=O, predict the reaction product. The product is: [CH2:1]([O:8][C@H:9]([C@H:23]([O:38][CH2:39][C:40]1[CH:41]=[CH:42][CH:43]=[CH:44][CH:45]=1)[CH2:24][CH2:25][CH2:26][CH2:27][CH2:28][CH2:29][CH2:30][CH2:31][CH2:32][CH2:33][CH2:34][CH2:35][CH2:36][CH3:37])[C@H:10]([NH:13][C:14](=[O:22])[CH2:15][CH2:16][CH2:17][CH2:18][CH2:19][CH2:20][CH3:21])[CH:11]=[O:12])[C:2]1[CH:3]=[CH:4][CH:5]=[CH:6][CH:7]=1.